Dataset: Reaction yield outcomes from USPTO patents with 853,638 reactions. Task: Predict the reaction yield, written as a fraction of the theoretical maximum amount of product (1.0 means a 100% yield; for example, 0.34 means a 34% yield). (1) The reactants are [CH3:1][O:2][C:3]1[C:12]([O:13][CH3:14])=[CH:11][CH:10]=[C:9]2[C:4]=1[CH2:5][CH2:6][CH2:7][C:8]2=O.[Si]([C:20]#[N:21])(C)(C)C.B(F)(F)F.CCOCC. The yield is 0.960. The catalyst is C1(C)C=CC=CC=1. The product is [CH3:1][O:2][C:3]1[C:12]([O:13][CH3:14])=[CH:11][CH:10]=[C:9]2[C:4]=1[CH2:5][CH2:6][CH:7]=[C:8]2[C:20]#[N:21]. (2) The reactants are [NH2:1][C:2]1[C:7]([C:8]([C:10]2[CH:11]=[N:12][C:13](F)=[CH:14][CH:15]=2)=[O:9])=[CH:6][C:5](Br)=[CH:4][N:3]=1.[Cl-].[NH4+].C([N:22](CC)CC)C.[CH3:27][O:28][C:29]1[CH:30]=[C:31](B(O)O)[CH:32]=[CH:33][C:34]=1[O:35][CH3:36].C(=O)([O-])[O-].[Na+].[Na+]. The catalyst is C(O)C.O.Cl[Pd-2](Cl)(P(C1C=CC=CC=1)(C1C=CC=CC=1)C1C=CC=CC=1)P(C1C=CC=CC=1)(C1C=CC=CC=1)C1C=CC=CC=1.C(#N)C. The product is [NH2:1][C:2]1[C:7]([C:8]([C:10]2[CH:11]=[N:12][C:13]([NH2:22])=[CH:14][CH:15]=2)=[O:9])=[CH:6][C:5]([C:32]2[CH:31]=[CH:30][C:29]([O:28][CH3:27])=[C:34]([O:35][CH3:36])[CH:33]=2)=[CH:4][N:3]=1. The yield is 0.310. (3) The reactants are [N:1]([CH2:4][C@:5]([C:8]1[CH:13]=[CH:12][CH:11]=[CH:10][C:9]=1Br)([OH:7])[CH3:6])=[N+:2]=[N-:3].[B:15](OC(C)C)(OC(C)C)[O:16]C(C)C.[Li]CCCC. The catalyst is C1(C)C=CC=CC=1. The product is [N:1]([CH2:4][C@@:5]1([CH3:6])[O:7][B:15]([OH:16])[C:9]2[CH:10]=[CH:11][CH:12]=[CH:13][C:8]1=2)=[N+:2]=[N-:3]. The yield is 0.300. (4) The reactants are [C:1]([C:3]1[CH:27]=[C:26]([CH3:28])[C:6]([O:7][C:8]2[C:13]([N+:14]([O-])=O)=[CH:12][N:11]=[C:10]([NH:17][C:18]3[CH:25]=[CH:24][C:21]([C:22]#[N:23])=[CH:20][CH:19]=3)[N:9]=2)=[C:5]([CH3:29])[CH:4]=1)#[N:2]. The catalyst is O1CCCC1.[Pd]. The product is [NH2:14][C:13]1[C:8]([O:7][C:6]2[C:26]([CH3:28])=[CH:27][C:3]([C:1]#[N:2])=[CH:4][C:5]=2[CH3:29])=[N:9][C:10]([NH:17][C:18]2[CH:25]=[CH:24][C:21]([C:22]#[N:23])=[CH:20][CH:19]=2)=[N:11][CH:12]=1. The yield is 0.840. (5) The reactants are [CH3:1][O:2][C:3]1[CH:30]=[CH:29][C:6]2[C:7]([C:15]([C:17]3[CH:22]=[C:21]([O:23][CH3:24])[C:20]([O:25][CH3:26])=[C:19]([O:27][CH3:28])[CH:18]=3)=[O:16])=[C:8]([C:10]3[CH:11]=[N:12][NH:13][CH:14]=3)[O:9][C:5]=2[CH:4]=1.[H-].[Na+].Cl.Cl[CH2:35][CH2:36][N:37]([CH3:39])[CH3:38]. The catalyst is CS(C)=O. The product is [CH3:38][N:37]([CH3:39])[CH2:36][CH2:35][N:13]1[CH:14]=[C:10]([C:8]2[O:9][C:5]3[CH:4]=[C:3]([O:2][CH3:1])[CH:30]=[CH:29][C:6]=3[C:7]=2[C:15]([C:17]2[CH:18]=[C:19]([O:27][CH3:28])[C:20]([O:25][CH3:26])=[C:21]([O:23][CH3:24])[CH:22]=2)=[O:16])[CH:11]=[N:12]1. The yield is 0.440. (6) The reactants are C([N:8]1[CH2:12][CH2:11][C@@H:10]([NH:13][C:14](=[O:29])[CH2:15][C:16]2[NH:20][C:19]3[CH:21]=[CH:22][CH:23]=[C:24]([C:25]([F:28])([F:27])[F:26])[C:18]=3[N:17]=2)[CH2:9]1)C1C=CC=CC=1.[H][H]. The catalyst is CO.[Pd]. The product is [NH:8]1[CH2:12][CH2:11][C@@H:10]([NH:13][C:14](=[O:29])[CH2:15][C:16]2[NH:20][C:19]3[CH:21]=[CH:22][CH:23]=[C:24]([C:25]([F:26])([F:27])[F:28])[C:18]=3[N:17]=2)[CH2:9]1. The yield is 0.830.